This data is from Full USPTO retrosynthesis dataset with 1.9M reactions from patents (1976-2016). The task is: Predict the reactants needed to synthesize the given product. (1) Given the product [F:28][CH:2]([F:1])[C:3]1[C:8]([CH2:9][NH2:10])=[CH:7][C:6]([C:18]2[CH:19]=[N:20][C:21]([C:24]([F:27])([F:26])[F:25])=[N:22][CH:23]=2)=[CH:5][N:4]=1, predict the reactants needed to synthesize it. The reactants are: [F:1][CH:2]([F:28])[C:3]1[C:8]([CH2:9][NH:10]C(=O)OC(C)(C)C)=[CH:7][C:6]([C:18]2[CH:19]=[N:20][C:21]([C:24]([F:27])([F:26])[F:25])=[N:22][CH:23]=2)=[CH:5][N:4]=1.Cl. (2) The reactants are: [Br:1][C:2]1[CH:3]=[CH:4][C:5](Cl)=[N:6][CH:7]=1.[CH:9]([N:22]1[CH2:25][CH:24]([OH:26])[CH2:23]1)([C:16]1[CH:21]=[CH:20][CH:19]=[CH:18][CH:17]=1)[C:10]1[CH:15]=[CH:14][CH:13]=[CH:12][CH:11]=1. Given the product [CH:9]([N:22]1[CH2:25][CH:24]([O:26][C:5]2[CH:4]=[CH:3][C:2]([Br:1])=[CH:7][N:6]=2)[CH2:23]1)([C:16]1[CH:21]=[CH:20][CH:19]=[CH:18][CH:17]=1)[C:10]1[CH:11]=[CH:12][CH:13]=[CH:14][CH:15]=1, predict the reactants needed to synthesize it. (3) Given the product [Br:25][C:16]1[C:17]2[C:22]([C:9]([C:6]3[CH:5]=[CH:4][C:3]([C:2]([F:23])([F:24])[F:1])=[CH:8][CH:7]=3)=[C:10]3[C:15]=1[CH:14]=[CH:13][CH:12]=[CH:11]3)=[CH:21][CH:20]=[CH:19][CH:18]=2, predict the reactants needed to synthesize it. The reactants are: [F:1][C:2]([F:24])([F:23])[C:3]1[CH:8]=[CH:7][C:6]([C:9]2[C:10]3[C:15]([CH:16]=[C:17]4[C:22]=2[CH:21]=[CH:20][CH:19]=[CH:18]4)=[CH:14][CH:13]=[CH:12][CH:11]=3)=[CH:5][CH:4]=1.[Br:25]Br.S([O-])([O-])(=O)=S.[Na+].[Na+]. (4) Given the product [F:6][C:7]1[CH:23]=[CH:22][C:10]([O:11][C:12]2[S:16][C:15]([CH2:17][C:18]3[CH:25]=[C:24]([C:26]4[C:27]([NH2:32])=[N:28][CH:29]=[CH:30][CH:31]=4)[O:20][N:19]=3)=[CH:14][CH:13]=2)=[CH:9][CH:8]=1, predict the reactants needed to synthesize it. The reactants are: O1CCCC1.[F:6][C:7]1[CH:23]=[CH:22][C:10]([O:11][C:12]2[S:16][C:15]([CH2:17][C:18](Cl)=[N:19][OH:20])=[CH:14][CH:13]=2)=[CH:9][CH:8]=1.[C:24]([C:26]1[C:27]([NH2:32])=[N:28][CH:29]=[CH:30][CH:31]=1)#[CH:25].C(N(CC)CC)C. (5) Given the product [N:14]1[CH:15]=[CH:16][CH:17]=[C:12]([N:8]2[CH2:9][CH2:10][C:5]3([O:4][CH2:3][CH2:2][O:1]3)[CH2:6][CH2:7]2)[CH:13]=1, predict the reactants needed to synthesize it. The reactants are: [O:1]1[C:5]2([CH2:10][CH2:9][NH:8][CH2:7][CH2:6]2)[O:4][CH2:3][CH2:2]1.I[C:12]1[CH:13]=[N:14][CH:15]=[CH:16][CH:17]=1.C1(P(C2CCCCC2)C2C=CC=CC=2C2C(C(C)C)=CC(C(C)C)=CC=2C(C)C)CCCCC1.C(=O)([O-])[O-].[Cs+].[Cs+].